This data is from Forward reaction prediction with 1.9M reactions from USPTO patents (1976-2016). The task is: Predict the product of the given reaction. (1) Given the reactants [NH2:1][CH2:2][C:3]1([OH:13])[C:12]2[C:7](=[CH:8][CH:9]=[CH:10][CH:11]=2)[CH2:6][CH2:5][CH2:4]1.Cl[CH2:15][C:16](Cl)=O, predict the reaction product. The product is: [C:3]12([O:13][CH2:16][CH2:15][NH:1][CH2:2]1)[C:12]1[C:7](=[CH:8][CH:9]=[CH:10][CH:11]=1)[CH2:6][CH2:5][CH2:4]2. (2) The product is: [C:8]([C:7]1[CH:6]=[CH:5][C:4]([C:3]2[N:1]=[CH:2][O:22][C:23]=2[C:24]([O:26][CH2:27][CH3:28])=[O:25])=[CH:11][CH:10]=1)#[N:9]. Given the reactants [N+:1]([CH:3](S(C1C=CC(C)=CC=1)(=O)=O)[C:4]1[CH:11]=[CH:10][C:7]([C:8]#[N:9])=[CH:6][CH:5]=1)#[C-:2].[O:22]=[CH:23][C:24]([O:26][CH2:27][CH3:28])=[O:25].N1CCNCC1, predict the reaction product.